From a dataset of Reaction yield outcomes from USPTO patents with 853,638 reactions. Predict the reaction yield, written as a fraction of the theoretical maximum amount of product (1.0 means a 100% yield; for example, 0.34 means a 34% yield). (1) The reactants are [CH3:1][O:2][C:3]1[C:4]([NH:16][C:17]([NH:19][C:20]2[CH:25]=[N:24][C:23]([CH3:26])=[CH:22][N:21]=2)=[O:18])=[CH:5][C:6]([C:12]([F:15])([F:14])[F:13])=[C:7]([CH:11]=1)[C:8](O)=[O:9].CN(C(ON1N=NC2C=CC=CC1=2)=[N+](C)C)C.F[P-](F)(F)(F)(F)F.[NH2:51][CH2:52][CH2:53][C:54]1[CH:59]=[CH:58][CH:57]=[CH:56][N:55]=1.CCN(C(C)C)C(C)C. The catalyst is CN1C(=O)CCC1. The product is [CH3:1][O:2][C:3]1[C:4]([NH:16][C:17]([NH:19][C:20]2[CH:25]=[N:24][C:23]([CH3:26])=[CH:22][N:21]=2)=[O:18])=[CH:5][C:6]([C:12]([F:15])([F:13])[F:14])=[C:7]([CH:11]=1)[C:8]([NH:51][CH2:52][CH2:53][C:54]1[CH:59]=[CH:58][CH:57]=[CH:56][N:55]=1)=[O:9]. The yield is 0.680. (2) The catalyst is CN(C=O)C.[N+](CCCC)(CCCC)(CCCC)CCCC.[Cl-].CCOC(C)=O.CC([O-])=O.CC([O-])=O.[Pd+2]. The yield is 0.810. The product is [CH2:3]([C:2]1[C:7]2[CH:8]=[CH:9][CH:10]=[CH:11][C:6]=2[O:5][CH:1]=1)[CH2:4][CH3:13]. The reactants are [CH2:1]([O:5][C:6]1[CH:11]=[CH:10][CH:9]=[CH:8][C:7]=1I)[CH:2]=[CH:3][CH3:4].[C:13]([O-])([O-])=O.[Na+].[Na+].CC([O-])=O.[Na+]. (3) The reactants are [F:1][C:2]1[CH:16]=[CH:15][C:5]([O:6][C:7]2[N:12]=[CH:11][C:10]([CH:13]=O)=[CH:9][CH:8]=2)=[CH:4][CH:3]=1.[N+:17]([CH3:20])([O-:19])=[O:18].C([O-])(=O)C.[NH4+].[BH4-].[Na+]. The catalyst is O.C(O)(=O)C. The product is [F:1][C:2]1[CH:16]=[CH:15][C:5]([O:6][C:7]2[CH:8]=[CH:9][C:10]([CH2:13][CH2:20][N+:17]([O-:19])=[O:18])=[CH:11][N:12]=2)=[CH:4][CH:3]=1. The yield is 0.700. (4) The reactants are [CH:1]([S:3]([CH3:6])(=[O:5])=[O:4])=[CH2:2].[CH3:7][O:8][C:9]1[CH:10]=[C:11]([C:18]2[CH2:23][CH2:22][CH:21]([N:24]3[CH2:29][CH2:28][NH:27][CH2:26][CH2:25]3)[CH2:20][CH:19]=2)[CH:12]=[CH:13][C:14]=1[N+:15]([O-:17])=[O:16]. The catalyst is O1CCOCC1. The product is [CH3:7][O:8][C:9]1[CH:10]=[C:11]([C:18]2[CH2:23][CH2:22][CH:21]([N:24]3[CH2:29][CH2:28][N:27]([CH2:2][CH2:1][S:3]([CH3:6])(=[O:5])=[O:4])[CH2:26][CH2:25]3)[CH2:20][CH:19]=2)[CH:12]=[CH:13][C:14]=1[N+:15]([O-:17])=[O:16]. The yield is 0.830. (5) The reactants are [C:1]([O:20][C:21](=[O:39])[CH2:22][CH2:23][CH2:24][CH2:25][CH2:26][CH2:27][CH2:28][CH2:29][CH2:30][CH2:31][CH2:32][CH2:33][CH2:34][CH2:35][CH2:36][CH2:37][CH3:38])(=O)[CH2:2]CCCCCCCCCCCCCCCC.C(O)C[OH:42].C(N(CC)CC)C. The catalyst is ClCCl.CN(C1C=CN=CC=1)C. The product is [C:21]([O:20][CH2:1][CH2:2][OH:42])(=[O:39])[CH2:22][CH2:23][CH2:24][CH2:25][CH2:26][CH2:27][CH2:28][CH2:29][CH2:30][CH2:31][CH2:32][CH2:33][CH2:34][CH2:35][CH2:36][CH2:37][CH3:38]. The yield is 0.390. (6) The reactants are [C:1]([C:4]1[N:5]([CH3:34])[CH:6]=[C:7]([C:9]2[CH:14]=[CH:13][C:12]([CH2:15][C@H:16]([NH:20][C:21](=[O:33])[C:22]3[CH:27]=[CH:26][C:25]([O:28][CH:29]([CH3:31])[CH3:30])=[C:24]([Cl:32])[CH:23]=3)[CH2:17][CH2:18][OH:19])=[CH:11][CH:10]=2)[N:8]=1)(=[O:3])[CH3:2].[CH2:35](O)[CH2:36][OH:37].O.C1(C)C=CC(S(O)(=O)=O)=CC=1. The catalyst is C1C=CC=CC=1. The product is [Cl:32][C:24]1[CH:23]=[C:22]([CH:27]=[CH:26][C:25]=1[O:28][CH:29]([CH3:30])[CH3:31])[C:21]([NH:20][C@H:16]([CH2:17][CH2:18][OH:19])[CH2:15][C:12]1[CH:13]=[CH:14][C:9]([C:7]2[N:8]=[C:4]([C:1]3([CH3:2])[O:37][CH2:36][CH2:35][O:3]3)[N:5]([CH3:34])[CH:6]=2)=[CH:10][CH:11]=1)=[O:33]. The yield is 0.160. (7) The reactants are [CH3:1][O:2][C:3]1[CH:8]=[CH:7][C:6]([SH:9])=[CH:5][CH:4]=1.C1C(=O)N(Cl)C(=O)C1.[C:18]1([Zn]Br)[CH:23]=[CH:22][CH:21]=[CH:20][CH:19]=1. No catalyst specified. The product is [CH3:1][O:2][C:3]1[CH:8]=[CH:7][C:6]([S:9][C:18]2[CH:23]=[CH:22][CH:21]=[CH:20][CH:19]=2)=[CH:5][CH:4]=1. The yield is 0.660. (8) The reactants are [CH2:1]([O:8][C:9](=[O:24])[C:10]([CH3:23])([CH3:22])[CH2:11]/[CH:12]=[N:13]/[CH2:14][C:15]([O:17][C:18]([CH3:21])([CH3:20])[CH3:19])=[O:16])[C:2]1[CH:7]=[CH:6][CH:5]=[CH:4][CH:3]=1.[Cl:25][C:26]1[C:27]([F:44])=[C:28](/[CH:32]=[C:33](/[C:36]2[CH:41]=[CH:40][C:39]([Cl:42])=[CH:38][C:37]=2[F:43])\[C:34]#[N:35])[CH:29]=[CH:30][CH:31]=1.C(N(CC)CC)C.C1CCN2C(=NCCC2)CC1. The catalyst is ClCCl.C(O)(C)(C)C. The product is [C:18]([O:17][C:15]([CH:14]1[CH:32]([C:28]2[CH:29]=[CH:30][CH:31]=[C:26]([Cl:25])[C:27]=2[F:44])[C:33]([C:36]2[CH:41]=[CH:40][C:39]([Cl:42])=[CH:38][C:37]=2[F:43])([C:34]#[N:35])[CH:12]([CH2:11][C:10]([C:9]([O:8][CH2:1][C:2]2[CH:3]=[CH:4][CH:5]=[CH:6][CH:7]=2)=[O:24])([CH3:23])[CH3:22])[NH:13]1)=[O:16])([CH3:19])([CH3:21])[CH3:20]. The yield is 0.190. (9) The product is [NH:65]1[CH:66]=[N:67][C:63]([C:59]2[CH:58]=[C:57]3[C:62](=[CH:61][CH:60]=2)[NH:54][N:55]=[C:56]3[C:87]2[CH:88]=[CH:89][CH:90]=[C:91]([O:35][CH2:33][CH2:25][N:27]3[CH2:28][CH2:29][NH:30][CH2:31][CH2:32]3)[CH:92]=2)=[N:64]1. The reactants are C1(P(C2C=CC=CC=2)C2C=CC=CC=2)C=CC=CC=1.C(C[C:25]([C:33]([OH:35])=O)([N:27]1[CH2:32][CH2:31][NH:30][CH2:29][CH2:28]1)O)(C)(C)C.CCOC(/N=N/C(OCC)=O)=O.O1CCCCC1[N:54]1[C:62]2[C:57](=[CH:58][C:59]([C:63]3[N:67]=[CH:66][N:65](C(C4C=CC=CC=4)(C4C=CC=CC=4)C4C=CC=CC=4)[N:64]=3)=[CH:60][CH:61]=2)[C:56]([C:87]2[CH:88]=[C:89](O)[CH:90]=[CH:91][CH:92]=2)=[N:55]1.Cl. The catalyst is O1CCCC1. The yield is 0.270. (10) The reactants are [CH3:1][C:2]1[C:3]([NH2:8])=[N:4][CH:5]=[CH:6][N:7]=1.Br[CH2:10][C:11]([CH:13]1[CH2:15][CH2:14]1)=O.C(=O)([O-])O.[Na+]. The catalyst is COCCOC.C1COCC1. The product is [CH:13]1([C:11]2[N:8]=[C:3]3[C:2]([CH3:1])=[N:7][CH:6]=[CH:5][N:4]3[CH:10]=2)[CH2:15][CH2:14]1. The yield is 0.430.